This data is from Peptide-MHC class I binding affinity with 185,985 pairs from IEDB/IMGT. The task is: Regression. Given a peptide amino acid sequence and an MHC pseudo amino acid sequence, predict their binding affinity value. This is MHC class I binding data. (1) The peptide sequence is RLFYTFFSY. The MHC is HLA-B51:01 with pseudo-sequence HLA-B51:01. The binding affinity (normalized) is 0.108. (2) The peptide sequence is YMKERFTVL. The MHC is HLA-B15:42 with pseudo-sequence HLA-B15:42. The binding affinity (normalized) is 0.213.